Dataset: Reaction yield outcomes from USPTO patents with 853,638 reactions. Task: Predict the reaction yield, written as a fraction of the theoretical maximum amount of product (1.0 means a 100% yield; for example, 0.34 means a 34% yield). The reactants are Br[C:2]1[CH:3]=[C:4]([N:9]2[C:17]3[CH:16]=[CH:15][N:14]([CH3:18])[C:13](=[O:19])[C:12]=3[N:11]=[CH:10]2)[CH:5]=[CH:6][C:7]=1[F:8].[F:20][C:21]1[CH:22]=[CH:23][C:24](B2OC(C)(C)C(C)(C)O2)=[C:25]([CH:28]=1)[C:26]#[N:27]. No catalyst specified. The product is [F:20][C:21]1[CH:28]=[C:25]([C:26]#[N:27])[C:24]([C:2]2[CH:3]=[C:4]([N:9]3[C:17]4[CH:16]=[CH:15][N:14]([CH3:18])[C:13](=[O:19])[C:12]=4[N:11]=[CH:10]3)[CH:5]=[CH:6][C:7]=2[F:8])=[CH:23][CH:22]=1. The yield is 0.550.